This data is from Full USPTO retrosynthesis dataset with 1.9M reactions from patents (1976-2016). The task is: Predict the reactants needed to synthesize the given product. (1) Given the product [CH3:30][C:29]([O:19][C@@H:8]1[C:9]2[CH:10]=[CH:11][CH:12]=[CH:13][C:14]=2[N:15]([C:16]([NH2:18])=[O:17])[C:4]2[CH:3]=[CH:2][CH:1]=[CH:6][C:5]=2[CH2:7]1)=[O:31], predict the reactants needed to synthesize it. The reactants are: [CH:1]1[CH:2]=[CH:3][C:4]2[N:15]([C:16]([NH2:18])=[O:17])[C:14]3[CH:13]=[CH:12][CH:11]=[CH:10][C:9]=3[C@@H:8]([OH:19])[CH2:7][C:5]=2[CH:6]=1.CN(C1C=CC=CN=1)C.[C:29](OC(=O)C)(=[O:31])[CH3:30].Cl. (2) Given the product [CH:13]1[C:9]2[CH:10]=[CH:11][C:12]3[CH:2]=[CH:3][CH:4]=[CH:5][C:6]=3[C:7](=[C:17]3[CH2:18][CH2:19][N:20]([C:23](=[O:26])[CH2:24][NH:25][C:34](=[O:39])[C:35]([CH3:38])([CH3:37])[CH3:36])[CH2:21][CH2:22]3)[C:8]=2[CH:16]=[CH:15][CH:14]=1, predict the reactants needed to synthesize it. The reactants are: Cl.[CH:2]1[C:12]2[CH:11]=[CH:10][C:9]3[CH:13]=[CH:14][CH:15]=[CH:16][C:8]=3[C:7](=[C:17]3[CH2:22][CH2:21][N:20]([C:23](=[O:26])[CH2:24][NH2:25])[CH2:19][CH2:18]3)[C:6]=2[CH:5]=[CH:4][CH:3]=1.C(N(CC)CC)C.[C:34](Cl)(=[O:39])[C:35]([CH3:38])([CH3:37])[CH3:36]. (3) Given the product [CH2:29]([O:36][C:37]1[C:42]([C:2]2[C:7]3[N:8]([CH2:20][C@H:21]4[CH2:26][CH2:25][C@H:24]([CH3:27])[CH2:23][CH2:22]4)[C:9]([N:11]4[CH2:16][CH2:15][O:14][C@@H:13]5[CH2:17][CH2:18][CH2:19][C@@H:12]45)=[N:10][C:6]=3[CH:5]=[C:4]([Cl:28])[N:3]=2)=[CH:41][C:40]([Cl:46])=[CH:39][N:38]=1)[C:30]1[CH:31]=[CH:32][CH:33]=[CH:34][CH:35]=1, predict the reactants needed to synthesize it. The reactants are: Cl[C:2]1[C:7]2[N:8]([CH2:20][C@H:21]3[CH2:26][CH2:25][C@H:24]([CH3:27])[CH2:23][CH2:22]3)[C:9]([N:11]3[CH2:16][CH2:15][O:14][C@@H:13]4[CH2:17][CH2:18][CH2:19][C@@H:12]34)=[N:10][C:6]=2[CH:5]=[C:4]([Cl:28])[N:3]=1.[CH2:29]([O:36][C:37]1[C:42](B(O)O)=[CH:41][C:40]([Cl:46])=[CH:39][N:38]=1)[C:30]1[CH:35]=[CH:34][CH:33]=[CH:32][CH:31]=1.C([O-])([O-])=O.[Na+].[Na+].O. (4) The reactants are: [CH3:1][N:2]([CH3:28])[CH2:3][CH2:4][NH:5][C:6]([C:8]1[C:21]2[C:12](=[N:13][C:14]3[C:19]([N:20]=2)=[C:18]2[CH:22]=[CH:23][N:24]=[C:25]([O:26]C)[C:17]2=[CH:16][CH:15]=3)[CH:11]=[CH:10][CH:9]=1)=[O:7].Br.C([O-])(O)=O.[Na+]. Given the product [CH3:1][N:2]([CH3:28])[CH2:3][CH2:4][NH:5][C:6]([C:8]1[C:21]2[C:12](=[N:13][C:14]3[C:19]([N:20]=2)=[C:18]2[CH:22]=[CH:23][N:24]=[C:25]([OH:26])[C:17]2=[CH:16][CH:15]=3)[CH:11]=[CH:10][CH:9]=1)=[O:7], predict the reactants needed to synthesize it. (5) Given the product [F:19][C:14]1[CH:13]=[C:12]([C:4]2[C:3]([CH3:20])=[C:2]([N:35]3[C:29]4[C:30](=[N:31][CH:32]=[C:27]([N:24]5[CH2:25][CH2:26][O:21][CH2:22][CH2:23]5)[CH:28]=4)[C:33]4([CH2:40][CH2:39][O:38][CH2:37][CH2:36]4)[CH2:34]3)[C:11]3[C:6](=[CH:7][N:8]=[CH:9][CH:10]=3)[N:5]=2)[CH:17]=[C:16]([F:18])[CH:15]=1, predict the reactants needed to synthesize it. The reactants are: Cl[C:2]1[C:11]2[C:6](=[CH:7][N:8]=[CH:9][CH:10]=2)[N:5]=[C:4]([C:12]2[CH:17]=[C:16]([F:18])[CH:15]=[C:14]([F:19])[CH:13]=2)[C:3]=1[CH3:20].[O:21]1[CH2:26][CH2:25][N:24]([C:27]2[CH:28]=[C:29]3[NH:35][CH2:34][C:33]4([CH2:40][CH2:39][O:38][CH2:37][CH2:36]4)[C:30]3=[N:31][CH:32]=2)[CH2:23][CH2:22]1.CC(C)([O-])C.[Na+]. (6) The reactants are: N[C:2]1[CH:10]=[CH:9][C:8](Cl)=[CH:7][C:3]=1[C:4]([OH:6])=[O:5].C[N:13]([CH3:16])C=O.[Br:17]N1C(=O)CCC1=O. Given the product [NH2:13][C:16]1[C:8]([CH3:7])=[CH:9][C:10]([Br:17])=[CH:2][C:3]=1[C:4]([OH:6])=[O:5], predict the reactants needed to synthesize it. (7) Given the product [S:9]1[CH:13]=[CH:12][CH:11]=[C:10]1[C:5]1[N:6]=[CH:7][C:2]([NH2:1])=[N:3][CH:4]=1, predict the reactants needed to synthesize it. The reactants are: [NH2:1][C:2]1[CH:7]=[N:6][C:5](Br)=[CH:4][N:3]=1.[S:9]1[CH:13]=[CH:12][CH:11]=[C:10]1B(O)O.C(=O)([O-])[O-].[Na+].[Na+].[Cl-].[Na+].